This data is from Catalyst prediction with 721,799 reactions and 888 catalyst types from USPTO. The task is: Predict which catalyst facilitates the given reaction. (1) Reactant: [Cl:1][C:2]1[CH:3]=[C:4]([NH:9][C:10]2[C:19]3[C:14](=[CH:15][C:16]([O:27][CH2:28]C)=[C:17]([NH:20][C:21](=[O:26])[CH:22]=[CH:23][CH2:24]Br)[CH:18]=3)[N:13]=[CH:12][C:11]=2[C:30]#[N:31])[CH:5]=[CH:6][C:7]=1[F:8].[NH:32]1[CH2:36][CH2:35][CH:34]([OH:37])[CH2:33]1.[C:38](=[O:41])(O)[O-].[Na+]. Product: [Cl:1][C:2]1[CH:3]=[C:4]([NH:9][C:10]2[C:19]3[C:14](=[CH:15][C:16]([O:27][CH3:28])=[C:17]([NH:20][C:21](=[O:26])[CH2:22][CH:23]([N:9]4[CH2:4][CH2:3][CH:38]([OH:41])[CH2:10]4)[CH2:24][N:32]4[CH2:36][CH2:35][CH:34]([OH:37])[CH2:33]4)[CH:18]=3)[N:13]=[CH:12][C:11]=2[C:30]#[N:31])[CH:5]=[CH:6][C:7]=1[F:8]. The catalyst class is: 3. (2) Reactant: [NH:1]1[CH:5]=[CH:4][CH:3]=[N:2]1.Br[CH2:7][CH:8]1[CH2:12][CH2:11][CH2:10][CH2:9]1.[Br-].[OH-].[Na+]. Product: [CH:8]1([CH2:7][N:1]2[CH:5]=[CH:4][CH:3]=[N:2]2)[CH2:12][CH2:11][CH2:10][CH2:9]1. The catalyst class is: 11. (3) Reactant: C([N:8](CC1C=CC=CC=1)[CH2:9][CH2:10][CH:11]1[CH2:16][CH2:15][N:14]([C:17]2[CH:22]=[CH:21][N:20]=[CH:19][CH:18]=2)[CH2:13][CH2:12]1)C1C=CC=CC=1. Product: [N:20]1[CH:21]=[CH:22][C:17]([N:14]2[CH2:13][CH2:12][CH:11]([CH2:10][CH2:9][NH2:8])[CH2:16][CH2:15]2)=[CH:18][CH:19]=1. The catalyst class is: 8. (4) Reactant: I[CH2:2][C:3]1[N:4]([CH3:16])[C:5](=[O:15])[CH:6]=[C:7]([C:9]2[CH:14]=[CH:13][N:12]=[CH:11][N:10]=2)[N:8]=1.[C:17]1(=[O:27])[NH:21][C:20](=[O:22])[C:19]2=[CH:23][CH:24]=[CH:25][CH:26]=[C:18]12.[K].O. Product: [CH3:16][N:4]1[C:5](=[O:15])[CH:6]=[C:7]([C:9]2[CH:14]=[CH:13][N:12]=[CH:11][N:10]=2)[N:8]=[C:3]1[CH2:2][N:21]1[C:17](=[O:27])[C:18]2[C:19](=[CH:23][CH:24]=[CH:25][CH:26]=2)[C:20]1=[O:22]. The catalyst class is: 9. (5) Reactant: [C:1]([Si:5]([CH3:30])([CH3:29])[O:6][C:7]1[CH:8]=[CH:9][CH:10]=[C:11]2[C:16]=1[N:15]=[C:14]([NH:17][C:18]1[CH:23]=[CH:22][C:21]([O:24][CH3:25])=[CH:20][C:19]=1[N+:26]([O-])=O)[CH:13]=[CH:12]2)([CH3:4])([CH3:3])[CH3:2].C1COCC1.NN. Product: [C:1]([Si:5]([CH3:30])([CH3:29])[O:6][C:7]1[CH:8]=[CH:9][CH:10]=[C:11]2[C:16]=1[N:15]=[C:14]([NH:17][C:18]1[C:19]([NH2:26])=[CH:20][C:21]([O:24][CH3:25])=[CH:22][CH:23]=1)[CH:13]=[CH:12]2)([CH3:4])([CH3:3])[CH3:2]. The catalyst class is: 29. (6) Reactant: [H-].[Na+].[NH:3]1[C:7]2[CH:8]=[CH:9][CH:10]=[CH:11][C:6]=2[N:5]=[C:4]1[NH:12][CH:13]1[CH2:18][CH2:17][N:16]([C:19]([O:21][C:22]([CH3:25])([CH3:24])[CH3:23])=[O:20])[CH2:15][CH2:14]1.[O:26]1[CH:28]([C:29]2[N:34]=[C:33]([CH3:35])[CH:32]=[CH:31][CH:30]=2)[CH2:27]1. Product: [OH:26][CH:28]([C:29]1[CH:30]=[CH:31][CH:32]=[C:33]([CH3:35])[N:34]=1)[CH2:27][N:3]1[C:7]2[CH:8]=[CH:9][CH:10]=[CH:11][C:6]=2[N:5]=[C:4]1[NH:12][CH:13]1[CH2:18][CH2:17][N:16]([C:19]([O:21][C:22]([CH3:25])([CH3:24])[CH3:23])=[O:20])[CH2:15][CH2:14]1. The catalyst class is: 9. (7) Product: [C:1]([O:5][C:6]([NH:8][C@@H:9]([CH2:20][C@@H:21]([OH:26])[CH2:22][N+:23]([O-:25])=[O:24])[C:10]([O:12][CH2:13][C:14]1[CH:19]=[CH:18][CH:17]=[CH:16][CH:15]=1)=[O:11])=[O:7])([CH3:4])([CH3:2])[CH3:3]. Reactant: [C:1]([O:5][C:6]([NH:8][C@@H:9]([CH2:20][C:21](=[O:26])[CH2:22][N+:23]([O-:25])=[O:24])[C:10]([O:12][CH2:13][C:14]1[CH:19]=[CH:18][CH:17]=[CH:16][CH:15]=1)=[O:11])=[O:7])([CH3:4])([CH3:3])[CH3:2].[Cl-].[NH4+]. The catalyst class is: 7. (8) The catalyst class is: 15. Product: [Br:1][C:2]1[CH:3]=[C:4]2[C:5](=[CH:6][CH:7]=1)[N:8]=[CH:9][N:10]=[C:13]2[NH:14][C:16]1[C:17]([F:24])=[CH:18][C:19]([CH3:23])=[C:20]([OH:22])[CH:21]=1. Reactant: [Br:1][C:2]1[CH:7]=[CH:6][C:5]([N:8]=[CH:9][N:10](C)C)=[C:4]([C:13]#[N:14])[CH:3]=1.N[C:16]1[C:17]([F:24])=[CH:18][C:19]([CH3:23])=[C:20]([OH:22])[CH:21]=1. (9) Reactant: Cl.[CH3:2][C@H:3]1[O:8][CH2:7][CH2:6][NH:5][CH2:4]1.C(N(C(C)C)C(C)C)C.[Br:18][C:19]1[CH:20]=[C:21]([C:35]([O:37][CH3:38])=[O:36])[CH:22]=[C:23]2[C:28]=1[O:27][C:26](S(CC)(=O)=O)=[CH:25][C:24]2=[O:34]. Product: [Br:18][C:19]1[CH:20]=[C:21]([C:35]([O:37][CH3:38])=[O:36])[CH:22]=[C:23]2[C:28]=1[O:27][C:26]([N:5]1[CH2:6][CH2:7][O:8][C@H:3]([CH3:2])[CH2:4]1)=[CH:25][C:24]2=[O:34]. The catalyst class is: 2.